Dataset: Forward reaction prediction with 1.9M reactions from USPTO patents (1976-2016). Task: Predict the product of the given reaction. (1) Given the reactants [Cl:1][C:2]1[CH:3]=[C:4]([NH:9][C:10]2[C:19]3[C:14](=[CH:15][C:16](S(C4C=CC=CC=4)(=O)=O)=[C:17]([N+:20]([O-:22])=[O:21])[CH:18]=3)[N:13]=[CH:12][N:11]=2)[CH:5]=[CH:6][C:7]=1[F:8].[OH:32][C@H:33]1[CH2:37][CH2:36][O:35][CH2:34]1.C1COCC1.O, predict the reaction product. The product is: [Cl:1][C:2]1[CH:3]=[C:4]([NH:9][C:10]2[C:19]3[C:14](=[CH:15][C:16]([O:32][C@H:33]4[CH2:37][CH2:36][O:35][CH2:34]4)=[C:17]([N+:20]([O-:22])=[O:21])[CH:18]=3)[N:13]=[CH:12][N:11]=2)[CH:5]=[CH:6][C:7]=1[F:8]. (2) Given the reactants [CH2:1]1[O:4][CH:2]1[CH3:3].O.[Br:6][C:7]1[CH:8]=[C:9]([O:17][CH2:18][C@@H:19]2[CH2:24][CH2:23][CH2:22][NH:21][CH2:20]2)[C:10]2[N:11]([CH:14]=[N:15][CH:16]=2)[C:12]=1[Cl:13], predict the reaction product. The product is: [Br:6][C:7]1[CH:8]=[C:9]([O:17][CH2:18][C@@H:19]2[CH2:24][CH2:23][CH2:22][N:21]([CH2:1][CH:2]([OH:4])[CH3:3])[CH2:20]2)[C:10]2[N:11]([CH:14]=[N:15][CH:16]=2)[C:12]=1[Cl:13].